The task is: Predict the reaction yield, written as a fraction of the theoretical maximum amount of product (1.0 means a 100% yield; for example, 0.34 means a 34% yield).. This data is from Reaction yield outcomes from USPTO patents with 853,638 reactions. (1) The product is [F:1][C:2]1[CH:7]=[CH:6][C:5]([CH:18]([CH3:19])[C:17]([C:14]2[CH:15]=[CH:16][C:11]([O:10][CH3:9])=[CH:12][CH:13]=2)=[O:20])=[CH:4][CH:3]=1. The yield is 0.190. The reactants are [F:1][C:2]1[CH:7]=[CH:6][C:5](Cl)=[CH:4][CH:3]=1.[CH3:9][O:10][C:11]1[CH:16]=[CH:15][C:14]([C:17](=[O:20])[CH2:18][CH3:19])=[CH:13][CH:12]=1.P.C(O[Na])(C)(C)C. The catalyst is C1(C)C=CC=CC=1.C([O-])(=O)C.[Pd+2].C([O-])(=O)C. (2) The reactants are [Cl:1][C:2]1[CH:7]=[CH:6][C:5]([C:8]2([OH:40])[CH2:13][CH2:12][N:11]([CH2:14][CH2:15][CH:16]=[C:17]3[C:27]4[C:22](=[N:23][CH:24]=[CH:25][CH:26]=4)[O:21][C:20]4[CH:28]=[CH:29][CH:30]=[C:31](OS(C(F)(F)F)(=O)=O)[C:19]=4[CH2:18]3)[CH2:10][CH2:9]2)=[CH:4][CH:3]=1.C1(P(C2C=CC=CC=2)CCCP(C2C=CC=CC=2)C2C=CC=CC=2)C=CC=CC=1.C(N(CC)CC)C.[CH2:77]([OH:79])[CH3:78].CN([CH:83]=[O:84])C. The catalyst is C([O-])(=O)C.[Pd+2].C([O-])(=O)C. The product is [Cl:1][C:2]1[CH:7]=[CH:6][C:5]([C:8]2([OH:40])[CH2:13][CH2:12][N:11]([CH2:14][CH2:15][CH:16]=[C:17]3[C:27]4[C:22](=[N:23][CH:24]=[CH:25][CH:26]=4)[O:21][C:20]4[CH:28]=[CH:29][CH:30]=[C:31]([C:83]([O:79][CH2:77][CH3:78])=[O:84])[C:19]=4[CH2:18]3)[CH2:10][CH2:9]2)=[CH:4][CH:3]=1. The yield is 0.730.